This data is from Full USPTO retrosynthesis dataset with 1.9M reactions from patents (1976-2016). The task is: Predict the reactants needed to synthesize the given product. (1) Given the product [CH3:9][C@@H:7]1[CH2:6][NH:5][CH2:4][C@H:3]([C@H:2]([C:17]2[CH:22]=[CH:21][CH:20]=[CH:19][N:18]=2)[OH:1])[O:8]1, predict the reactants needed to synthesize it. The reactants are: [OH:1][C@@H:2]([C:17]1[CH:22]=[CH:21][CH:20]=[CH:19][N:18]=1)[C@@H:3]1[O:8][C@H:7]([CH3:9])[CH2:6][N:5](C(OC(C)(C)C)=O)[CH2:4]1.C(O)(C(F)(F)F)=O. (2) Given the product [Br:3][C:4]1[C:5]([O:19][CH2:14][C:15]([F:18])([F:17])[F:16])=[N:6][CH:7]=[C:8]([N+:10]([O-:12])=[O:11])[CH:9]=1, predict the reactants needed to synthesize it. The reactants are: [H-].[Na+].[Br:3][C:4]1[C:5](Cl)=[N:6][CH:7]=[C:8]([N+:10]([O-:12])=[O:11])[CH:9]=1.[CH2:14]([OH:19])[C:15]([F:18])([F:17])[F:16]. (3) Given the product [S:10]1[CH:14]=[CH:13][C:12](/[CH:15]=[CH:16]/[C:17]([O:19][CH2:8][CH3:9])=[O:18])=[CH:11]1, predict the reactants needed to synthesize it. The reactants are: C(=O)([O-])[O-].[K+].[K+].I[CH2:8][CH3:9].[S:10]1[CH:14]=[CH:13][C:12](/[CH:15]=[CH:16]/[C:17]([OH:19])=[O:18])=[CH:11]1. (4) The reactants are: [F:1][C:2]1[CH:3]=[N:4][C:5]([CH2:11][C:12]2[CH:17]=[CH:16][C:15]([F:18])=[CH:14][CH:13]=2)=[C:6]([CH:10]=1)[C:7]([OH:9])=O.Cl.[N:20]1[NH:21][N:22]=[N:23][C:24]=1[C:25]1[CH:30]=[CH:29][C:28]([CH2:31][NH2:32])=[CH:27][CH:26]=1. Given the product [F:1][C:2]1[CH:3]=[N:4][C:5]([CH2:11][C:12]2[CH:17]=[CH:16][C:15]([F:18])=[CH:14][CH:13]=2)=[C:6]([CH:10]=1)[C:7]([NH:32][CH2:31][C:28]1[CH:27]=[CH:26][C:25]([C:24]2[N:20]=[N:21][NH:22][N:23]=2)=[CH:30][CH:29]=1)=[O:9], predict the reactants needed to synthesize it. (5) The reactants are: [CH3:1][O:2][C:3]1[CH:12]=[C:11]2[C:6]([CH2:7][CH2:8][C:9](=[O:15])[C:10]2([CH3:14])[CH3:13])=[CH:5][CH:4]=1.C1C(=O)N([Br:23])C(=O)C1.O. Given the product [Br:23][C:4]1[CH:5]=[C:6]2[C:11](=[CH:12][C:3]=1[O:2][CH3:1])[C:10]([CH3:13])([CH3:14])[C:9](=[O:15])[CH2:8][CH2:7]2, predict the reactants needed to synthesize it.